From a dataset of NCI-60 drug combinations with 297,098 pairs across 59 cell lines. Regression. Given two drug SMILES strings and cell line genomic features, predict the synergy score measuring deviation from expected non-interaction effect. (1) Drug 1: C1CCN(CC1)CCOC2=CC=C(C=C2)C(=O)C3=C(SC4=C3C=CC(=C4)O)C5=CC=C(C=C5)O. Drug 2: COC1=C(C=C2C(=C1)N=CN=C2NC3=CC(=C(C=C3)F)Cl)OCCCN4CCOCC4. Cell line: CAKI-1. Synergy scores: CSS=52.0, Synergy_ZIP=-2.09, Synergy_Bliss=-2.25, Synergy_Loewe=-1.85, Synergy_HSA=-0.0327. (2) Drug 1: CC1=C(C=C(C=C1)NC2=NC=CC(=N2)N(C)C3=CC4=NN(C(=C4C=C3)C)C)S(=O)(=O)N.Cl. Drug 2: CN1CCC(CC1)COC2=C(C=C3C(=C2)N=CN=C3NC4=C(C=C(C=C4)Br)F)OC. Cell line: T-47D. Synergy scores: CSS=7.88, Synergy_ZIP=-3.27, Synergy_Bliss=3.19, Synergy_Loewe=0.0624, Synergy_HSA=3.48. (3) Drug 1: CCC1(CC2CC(C3=C(CCN(C2)C1)C4=CC=CC=C4N3)(C5=C(C=C6C(=C5)C78CCN9C7C(C=CC9)(C(C(C8N6C=O)(C(=O)OC)O)OC(=O)C)CC)OC)C(=O)OC)O.OS(=O)(=O)O. Drug 2: C1CNP(=O)(OC1)N(CCCl)CCCl. Cell line: UACC-257. Synergy scores: CSS=1.10, Synergy_ZIP=-0.773, Synergy_Bliss=-0.959, Synergy_Loewe=1.21, Synergy_HSA=-1.02. (4) Drug 1: CC1=CC2C(CCC3(C2CCC3(C(=O)C)OC(=O)C)C)C4(C1=CC(=O)CC4)C. Drug 2: C1=CC(=CC=C1CC(C(=O)O)N)N(CCCl)CCCl.Cl. Cell line: SN12C. Synergy scores: CSS=25.0, Synergy_ZIP=-6.31, Synergy_Bliss=8.26, Synergy_Loewe=-6.76, Synergy_HSA=7.64.